This data is from Full USPTO retrosynthesis dataset with 1.9M reactions from patents (1976-2016). The task is: Predict the reactants needed to synthesize the given product. Given the product [F:21][C:22]([F:32])([F:33])[C:23]1[CH:24]=[C:25]([CH:29]=[CH:30][CH:31]=1)[C:26]([N:3]1[CH2:8][CH2:7][C:6](=[O:9])[CH2:5][CH2:4]1)=[O:27], predict the reactants needed to synthesize it. The reactants are: Cl.O.[NH:3]1[CH2:8][CH2:7][C:6](=[O:9])[CH2:5][CH2:4]1.O.ON1C2C=CC=CC=2N=N1.[F:21][C:22]([F:33])([F:32])[C:23]1[CH:24]=[C:25]([CH:29]=[CH:30][CH:31]=1)[C:26](O)=[O:27].C(N(CC)CC)C.